This data is from NCI-60 drug combinations with 297,098 pairs across 59 cell lines. The task is: Regression. Given two drug SMILES strings and cell line genomic features, predict the synergy score measuring deviation from expected non-interaction effect. (1) Drug 1: CC1=C(C(=CC=C1)Cl)NC(=O)C2=CN=C(S2)NC3=CC(=NC(=N3)C)N4CCN(CC4)CCO. Drug 2: CN(CC1=CN=C2C(=N1)C(=NC(=N2)N)N)C3=CC=C(C=C3)C(=O)NC(CCC(=O)O)C(=O)O. Cell line: CCRF-CEM. Synergy scores: CSS=9.97, Synergy_ZIP=3.02, Synergy_Bliss=0.901, Synergy_Loewe=-34.1, Synergy_HSA=-6.81. (2) Drug 1: CC1=C2C(C(=O)C3(C(CC4C(C3C(C(C2(C)C)(CC1OC(=O)C(C(C5=CC=CC=C5)NC(=O)OC(C)(C)C)O)O)OC(=O)C6=CC=CC=C6)(CO4)OC(=O)C)OC)C)OC. Drug 2: C1=NC2=C(N1)C(=S)N=C(N2)N. Cell line: BT-549. Synergy scores: CSS=46.5, Synergy_ZIP=0.207, Synergy_Bliss=-1.33, Synergy_Loewe=-10.2, Synergy_HSA=1.12. (3) Drug 1: CN1CCC(CC1)COC2=C(C=C3C(=C2)N=CN=C3NC4=C(C=C(C=C4)Br)F)OC. Drug 2: C(=O)(N)NO. Cell line: UO-31. Synergy scores: CSS=24.0, Synergy_ZIP=-7.14, Synergy_Bliss=-1.40, Synergy_Loewe=-12.1, Synergy_HSA=1.60. (4) Drug 1: COC1=C(C=C2C(=C1)N=CN=C2NC3=CC(=C(C=C3)F)Cl)OCCCN4CCOCC4. Drug 2: COC1=NC(=NC2=C1N=CN2C3C(C(C(O3)CO)O)O)N. Cell line: RXF 393. Synergy scores: CSS=20.2, Synergy_ZIP=-5.46, Synergy_Bliss=1.38, Synergy_Loewe=-14.6, Synergy_HSA=1.56. (5) Drug 1: CN(C)C1=NC(=NC(=N1)N(C)C)N(C)C. Drug 2: CC1=C(C(=O)C2=C(C1=O)N3CC4C(C3(C2COC(=O)N)OC)N4)N. Cell line: NCI/ADR-RES. Synergy scores: CSS=6.71, Synergy_ZIP=-0.442, Synergy_Bliss=5.77, Synergy_Loewe=-3.03, Synergy_HSA=2.19. (6) Synergy scores: CSS=56.2, Synergy_ZIP=1.64, Synergy_Bliss=2.19, Synergy_Loewe=-55.5, Synergy_HSA=2.67. Cell line: A498. Drug 2: C1=CN(C=N1)CC(O)(P(=O)(O)O)P(=O)(O)O. Drug 1: CC=C1C(=O)NC(C(=O)OC2CC(=O)NC(C(=O)NC(CSSCCC=C2)C(=O)N1)C(C)C)C(C)C.